Dataset: Peptide-MHC class II binding affinity with 134,281 pairs from IEDB. Task: Regression. Given a peptide amino acid sequence and an MHC pseudo amino acid sequence, predict their binding affinity value. This is MHC class II binding data. The peptide sequence is AAATTGTTVYGAFAA. The MHC is HLA-DQA10102-DQB10602 with pseudo-sequence HLA-DQA10102-DQB10602. The binding affinity (normalized) is 0.631.